Task: Regression. Given two drug SMILES strings and cell line genomic features, predict the synergy score measuring deviation from expected non-interaction effect.. Dataset: NCI-60 drug combinations with 297,098 pairs across 59 cell lines (1) Drug 1: C1CCC(CC1)NC(=O)N(CCCl)N=O. Drug 2: C1=NC2=C(N=C(N=C2N1C3C(C(C(O3)CO)O)O)F)N. Cell line: HT29. Synergy scores: CSS=6.18, Synergy_ZIP=-0.469, Synergy_Bliss=-0.281, Synergy_Loewe=-6.39, Synergy_HSA=-2.99. (2) Drug 1: C1CCN(CC1)CCOC2=CC=C(C=C2)C(=O)C3=C(SC4=C3C=CC(=C4)O)C5=CC=C(C=C5)O. Drug 2: CC1C(C(CC(O1)OC2CC(OC(C2O)C)OC3=CC4=CC5=C(C(=O)C(C(C5)C(C(=O)C(C(C)O)O)OC)OC6CC(C(C(O6)C)O)OC7CC(C(C(O7)C)O)OC8CC(C(C(O8)C)O)(C)O)C(=C4C(=C3C)O)O)O)O. Cell line: SK-MEL-2. Synergy scores: CSS=38.1, Synergy_ZIP=1.42, Synergy_Bliss=2.94, Synergy_Loewe=-27.9, Synergy_HSA=0.242. (3) Drug 1: CC1C(C(CC(O1)OC2CC(CC3=C2C(=C4C(=C3O)C(=O)C5=C(C4=O)C(=CC=C5)OC)O)(C(=O)C)O)N)O.Cl. Drug 2: CC1CCCC2(C(O2)CC(NC(=O)CC(C(C(=O)C(C1O)C)(C)C)O)C(=CC3=CSC(=N3)C)C)C. Cell line: RPMI-8226. Synergy scores: CSS=24.3, Synergy_ZIP=0.349, Synergy_Bliss=6.71, Synergy_Loewe=-2.81, Synergy_HSA=3.64. (4) Drug 1: CC(C)CN1C=NC2=C1C3=CC=CC=C3N=C2N. Drug 2: CCC1(C2=C(COC1=O)C(=O)N3CC4=CC5=C(C=CC(=C5CN(C)C)O)N=C4C3=C2)O.Cl. Cell line: T-47D. Synergy scores: CSS=35.6, Synergy_ZIP=-7.55, Synergy_Bliss=-3.57, Synergy_Loewe=-16.6, Synergy_HSA=-5.13. (5) Drug 2: CC1C(C(=O)NC(C(=O)N2CCCC2C(=O)N(CC(=O)N(C(C(=O)O1)C(C)C)C)C)C(C)C)NC(=O)C3=C4C(=C(C=C3)C)OC5=C(C(=O)C(=C(C5=N4)C(=O)NC6C(OC(=O)C(N(C(=O)CN(C(=O)C7CCCN7C(=O)C(NC6=O)C(C)C)C)C)C(C)C)C)N)C. Synergy scores: CSS=48.2, Synergy_ZIP=15.5, Synergy_Bliss=16.4, Synergy_Loewe=15.9, Synergy_HSA=16.5. Cell line: KM12. Drug 1: CC(C1=C(C=CC(=C1Cl)F)Cl)OC2=C(N=CC(=C2)C3=CN(N=C3)C4CCNCC4)N.